Dataset: Forward reaction prediction with 1.9M reactions from USPTO patents (1976-2016). Task: Predict the product of the given reaction. (1) Given the reactants [Cl:1][C:2]1[CH:3]=[CH:4][CH:5]=[C:6]2[C:11]=1[N:10]=[N:9][C:8]([C:12]1[CH:17]=[CH:16][CH:15]=[CH:14][CH:13]=1)=[C:7]2[C:18]1[CH:19]=[C:20]([NH2:24])[CH:21]=[CH:22][CH:23]=1.[CH3:25][C:26]1[C:33]([CH3:34])=[CH:32][CH:31]=[CH:30][C:27]=1[CH:28]=O, predict the reaction product. The product is: [Cl:1][C:2]1[CH:3]=[CH:4][CH:5]=[C:6]2[C:11]=1[N:10]=[N:9][C:8]([C:12]1[CH:13]=[CH:14][CH:15]=[CH:16][CH:17]=1)=[C:7]2[C:18]1[CH:19]=[C:20]([NH:24][CH2:28][C:27]2[CH:30]=[CH:31][CH:32]=[C:33]([CH3:34])[C:26]=2[CH3:25])[CH:21]=[CH:22][CH:23]=1. (2) Given the reactants Br[C:2]1[CH:7]=[CH:6][C:5]([CH3:8])=[CH:4][C:3]=1[CH2:9][N:10]1[CH2:15][CH2:14][N:13]([C:16]([O:18][C:19]([CH3:22])([CH3:21])[CH3:20])=[O:17])[CH2:12][CH2:11]1.[NH:23]1[CH2:28][CH2:27][O:26][CH2:25][CH2:24]1.C1C=CC(P(C2C(C3C(P(C4C=CC=CC=4)C4C=CC=CC=4)=CC=C4C=3C=CC=C4)=C3C(C=CC=C3)=CC=2)C2C=CC=CC=2)=CC=1.C(O[Na])(C)(C)C, predict the reaction product. The product is: [CH3:8][C:5]1[CH:6]=[CH:7][C:2]([N:23]2[CH2:28][CH2:27][O:26][CH2:25][CH2:24]2)=[C:3]([CH2:9][N:10]2[CH2:15][CH2:14][N:13]([C:16]([O:18][C:19]([CH3:22])([CH3:21])[CH3:20])=[O:17])[CH2:12][CH2:11]2)[CH:4]=1. (3) Given the reactants CC1[O:6]C(C2C=C(C(N)=O)C=CC=2C2C=CC=CC=2)=NN=1.[CH3:22][C:23]1[CH:28]=[CH:27][C:26]([C:29]2[O:30][C:31]([CH3:34])=[N:32][N:33]=2)=[CH:25][C:24]=1[C:35]1[CH:40]=[CH:39][C:38]([C:41](O)=[O:42])=[CH:37][CH:36]=1.[CH3:44][N-:45][CH2:46][C:47]1[CH:52]=[CH:51][C:50]([CH2:53][NH2:54])=[CH:49][CH:48]=1, predict the reaction product. The product is: [CH3:22][C:23]1[CH:28]=[CH:27][C:26]([C:29]2[O:30][C:31]([CH3:34])=[N:32][N:33]=2)=[CH:25][C:24]=1[C:35]1[CH:40]=[CH:39][C:38]([C:41]([NH:54][CH2:53][C:50]2[CH:51]=[CH:52][C:47]([C:46]([NH:45][CH3:44])=[O:6])=[CH:48][CH:49]=2)=[O:42])=[CH:37][CH:36]=1. (4) Given the reactants [CH2:1]1[C:4]2([CH2:43][O:42][C:7]3([CH2:12][CH2:11][CH:10]([N:13]4[C:18](=[O:19])[C:17]([CH2:20][C:21]5[CH:26]=[CH:25][C:24]([C:27]6[C:28]([C:33]#[N:34])=[CH:29][CH:30]=[CH:31][CH:32]=6)=[CH:23][C:22]=5[F:35])=[C:16]([CH2:36][CH2:37][CH3:38])[N:15]5[N:39]=[CH:40][N:41]=[C:14]45)[CH2:9][CH2:8]3)[O:6][CH2:5]2)[CH2:3][CH2:2]1.[C:44]([BH3-])#N.[Na+].CC(OI1(OC(C)=O)(OC(C)=O)OC(=O)C2C1=CC=CC=2)=O.C(=O)([O-])O.[Na+].S([O-])([O-])(=O)=S.[Na+].[Na+].C[Mg]Br.[Cl-].[NH4+], predict the reaction product. The product is: [F:35][C:22]1[CH:23]=[C:24]([C:27]2[C:28]([C:33]#[N:34])=[CH:29][CH:30]=[CH:31][CH:32]=2)[CH:25]=[CH:26][C:21]=1[CH2:20][C:17]1[C:18](=[O:19])[N:13]([C@H:10]2[CH2:9][CH2:8][C@H:7]([O:6][CH2:5][C:4]3([CH:43]([OH:42])[CH3:44])[CH2:3][CH2:2][CH2:1]3)[CH2:12][CH2:11]2)[C:14]2[N:15]([N:39]=[CH:40][N:41]=2)[C:16]=1[CH2:36][CH2:37][CH3:38]. (5) Given the reactants [N:1]1[C:10]2[C:5](=[CH:6][CH:7]=[CH:8][CH:9]=2)[CH:4]=[CH:3][CH:2]=1.[C:11]([O-:14])([O-])=O.[Cs+].[Cs+].Cl[CH2:18][C:19]1[CH:24]=[CH:23][C:22]([S:25]([CH3:28])(=[O:27])=[O:26])=[CH:21][CH:20]=1, predict the reaction product. The product is: [CH:8]([C:7]1[CH:6]=[C:5]2[C:10](=[C:9]([C:3]3[CH:4]=[CH:5][CH:6]=[C:11]([O:14][CH2:18][C:19]4[CH:24]=[CH:23][C:22]([S:25]([CH3:28])(=[O:27])=[O:26])=[CH:21][CH:20]=4)[CH:2]=3)[CH:8]=1)[N:1]=[CH:2][CH:3]=[CH:4]2)([CH3:9])[CH3:7]. (6) Given the reactants [C:1]1([O:7][C:8](Cl)=[O:9])[CH:6]=[CH:5][CH:4]=[CH:3][CH:2]=1.Cl.[O:12]([NH2:14])[CH3:13].C([O-])([O-])=O.[K+].[K+].O, predict the reaction product. The product is: [O:7]([C:8]([CH2:13][O:12][NH2:14])=[O:9])[C:1]1[CH:6]=[CH:5][CH:4]=[CH:3][CH:2]=1. (7) Given the reactants [CH:1]1([CH2:4][O:5][C:6]2[CH:11]=[CH:10][C:9]([S:12]([CH3:15])(=[O:14])=[O:13])=[CH:8][C:7]=2[C:16]2[CH:17]=[C:18](I)[C:19](=[O:23])[N:20]([CH3:22])[CH:21]=2)[CH2:3][CH2:2]1.[CH3:25][CH:26]([N:28]1[CH:32]=[C:31]([OH:33])[CH:30]=[N:29]1)[CH3:27].CC(C)(C(=O)CC(=O)C(C)(C)C)C.[O-]P([O-])([O-])=O.[K+].[K+].[K+], predict the reaction product. The product is: [CH:1]1([CH2:4][O:5][C:6]2[CH:11]=[CH:10][C:9]([S:12]([CH3:15])(=[O:14])=[O:13])=[CH:8][C:7]=2[C:16]2[CH:17]=[C:18]([O:33][C:31]3[CH:30]=[N:29][N:28]([CH:26]([CH3:27])[CH3:25])[CH:32]=3)[C:19](=[O:23])[N:20]([CH3:22])[CH:21]=2)[CH2:3][CH2:2]1.